This data is from Forward reaction prediction with 1.9M reactions from USPTO patents (1976-2016). The task is: Predict the product of the given reaction. Given the reactants F[P-](F)(F)(F)(F)F.N1(O[P+](N(C)C)(N(C)C)N(C)C)C2C=CC=CC=2N=N1.[C:28]([O:32][C:33]([NH:35][C@H:36]([C:41]([OH:43])=[O:42])[CH2:37][CH:38]([CH3:40])[CH3:39])=[O:34])([CH3:31])([CH3:30])[CH3:29].O[C:45]1[CH:52]=[CH:51][C:48]([CH:49]=[O:50])=[CH:47][CH:46]=1.C(N(CC)C(C)C)(C)C, predict the reaction product. The product is: [CH:49]([C:48]1[CH:51]=[CH:52][C:45]([O:42][C:41](=[O:43])[CH:36]([NH:35][C:33]([O:32][C:28]([CH3:30])([CH3:29])[CH3:31])=[O:34])[CH2:37][CH:38]([CH3:39])[CH3:40])=[CH:46][CH:47]=1)=[O:50].